From a dataset of Reaction yield outcomes from USPTO patents with 853,638 reactions. Predict the reaction yield, written as a fraction of the theoretical maximum amount of product (1.0 means a 100% yield; for example, 0.34 means a 34% yield). (1) The reactants are [Cl:1][C:2]1[CH:3]=[CH:4][C:5]([N+:9]([O-:11])=[O:10])=[C:6]([CH:8]=1)[NH2:7].N1C=CC=CC=1.[Cl:18][C:19]1[CH:27]=[CH:26][C:25]([N+:28]([O-:30])=[O:29])=[CH:24][C:20]=1[C:21](Cl)=[O:22]. The catalyst is ClCCl. The product is [Cl:18][C:19]1[CH:27]=[CH:26][C:25]([N+:28]([O-:30])=[O:29])=[CH:24][C:20]=1[C:21]([NH:7][C:6]1[CH:8]=[C:2]([Cl:1])[CH:3]=[CH:4][C:5]=1[N+:9]([O-:11])=[O:10])=[O:22]. The yield is 0.860. (2) The reactants are [C:1]([O:4][C:5]1[C:6]([O:28][CH2:29][CH3:30])=[CH:7][CH:8]=[C:9]2[C:14]=1[CH:13]=[N:12][CH:11]=[C:10]2[CH2:15][C:16]1[CH:21]=[C:20]([O:22][CH3:23])[C:19]([O:24][CH3:25])=[C:18]([O:26][CH3:27])[CH:17]=1)(=[O:3])[CH3:2].[OH:31]N1C(=O)C2=CC=CC=C2C1=O.[O-]Cl=O.[Na+].O. The catalyst is CC#N. The product is [C:1]([O:4][C:5]1[C:6]([O:28][CH2:29][CH3:30])=[CH:7][CH:8]=[C:9]2[C:14]=1[CH:13]=[N:12][CH:11]=[C:10]2[C:15](=[O:31])[C:16]1[CH:21]=[C:20]([O:22][CH3:23])[C:19]([O:24][CH3:25])=[C:18]([O:26][CH3:27])[CH:17]=1)(=[O:3])[CH3:2]. The yield is 0.280. (3) The reactants are [Cl-].O[NH3+:3].[C:4](=[O:7])([O-])[OH:5].[Na+].CS(C)=O.[CH2:13]([C:17]1[N:22]2[N:23]=[C:24]([CH3:26])[N:25]=[C:21]2[N:20]([C@H:27]2[CH2:32][CH2:31][C@H:30]([O:33][CH:34]([CH3:39])[C:35]([OH:38])([CH3:37])[CH3:36])[CH2:29][CH2:28]2)[C:19](=[O:40])[C:18]=1[CH2:41][C:42]1[CH:47]=[CH:46][C:45]([C:48]2[C:49]([C:54]#[N:55])=[CH:50][CH:51]=[CH:52][CH:53]=2)=[CH:44][CH:43]=1)[CH2:14][CH2:15][CH3:16]. The catalyst is C(OCC)(=O)C. The product is [CH2:13]([C:17]1[N:22]2[N:23]=[C:24]([CH3:26])[N:25]=[C:21]2[N:20]([C@H:27]2[CH2:32][CH2:31][C@H:30]([O:33][CH:34]([CH3:39])[C:35]([OH:38])([CH3:37])[CH3:36])[CH2:29][CH2:28]2)[C:19](=[O:40])[C:18]=1[CH2:41][C:42]1[CH:47]=[CH:46][C:45]([C:48]2[CH:53]=[CH:52][CH:51]=[CH:50][C:49]=2[C:54]2[NH:3][C:4](=[O:7])[O:5][N:55]=2)=[CH:44][CH:43]=1)[CH2:14][CH2:15][CH3:16]. The yield is 0.430.